From a dataset of Reaction yield outcomes from USPTO patents with 853,638 reactions. Predict the reaction yield, written as a fraction of the theoretical maximum amount of product (1.0 means a 100% yield; for example, 0.34 means a 34% yield). (1) The reactants are [F:1][C:2]([F:9])([F:8])[C:3](OCC)=O.O.[NH2:11]N.C(O)(=O)C.C(O)(=O)C.[NH2:21][C:22](=[NH:53])[C:23]1[CH:24]=[C:25]2[C:30](=[CH:31][CH:32]=1)[C:29](=[O:33])[N:28]([CH2:34][CH:35]([CH3:37])[CH3:36])[C:27]([CH2:38][NH:39][C:40](=[O:46])[O:41][C:42]([CH3:45])([CH3:44])[CH3:43])=[C:26]2[C:47]1[CH:52]=[CH:51][CH:50]=[CH:49][CH:48]=1.[OH-].[Na+]. The catalyst is O1CCCC1. The product is [CH2:34]([N:28]1[C:27]([CH2:38][NH:39][C:40](=[O:46])[O:41][C:42]([CH3:45])([CH3:44])[CH3:43])=[C:26]([C:47]2[CH:48]=[CH:49][CH:50]=[CH:51][CH:52]=2)[C:25]2[C:30](=[CH:31][CH:32]=[C:23]([C:22]3[N:21]=[C:3]([C:2]([F:9])([F:8])[F:1])[NH:11][N:53]=3)[CH:24]=2)[C:29]1=[O:33])[CH:35]([CH3:36])[CH3:37]. The yield is 0.550. (2) The yield is 0.950. The reactants are C(=O)([O-])[O-].[K+].[K+].[NH:7]1[C:15]2[C:10](=[CH:11][CH:12]=[CH:13][CH:14]=2)[C:9]([C@H:16]([CH3:52])[C@@H:17]([NH:37][C:38]([N:40]2[CH2:45][CH2:44][CH:43]([C:46]3[CH:51]=[CH:50][CH:49]=[CH:48][CH:47]=3)[CH2:42][CH2:41]2)=[O:39])[C:18]([NH:20][C:21]2[CH:30]=[C:29]3[C:24]([CH2:25][CH2:26][N:27](C(=O)C(F)(F)F)[CH2:28]3)=[CH:23][CH:22]=2)=[O:19])=[CH:8]1. The product is [NH:7]1[C:15]2[C:10](=[CH:11][CH:12]=[CH:13][CH:14]=2)[C:9]([C@H:16]([CH3:52])[C@@H:17]([NH:37][C:38]([N:40]2[CH2:45][CH2:44][CH:43]([C:46]3[CH:51]=[CH:50][CH:49]=[CH:48][CH:47]=3)[CH2:42][CH2:41]2)=[O:39])[C:18]([NH:20][C:21]2[CH:30]=[C:29]3[C:24]([CH2:25][CH2:26][NH:27][CH2:28]3)=[CH:23][CH:22]=2)=[O:19])=[CH:8]1. The catalyst is CO. (3) The reactants are [OH:1][CH2:2][C:3]([CH3:35])([CH3:34])[CH2:4][N:5]1[C:10](=[O:11])[C:9]([CH2:12][C:13]2[CH:18]=[CH:17][C:16]([C:19]3[C:20]([C:25]#[N:26])=[CH:21][CH:22]=[CH:23][CH:24]=3)=[CH:15][CH:14]=2)=[C:8]([CH2:27][CH2:28][CH3:29])[N:7]2[N:30]=[C:31]([CH3:33])[N:32]=[C:6]12.F[B-](F)(F)F.[H+].[CH3:42][Si](C=[N+]=[N-])(C)C.[Cl-].[OH:50][NH3+:51].[C:52](=[O:55])([O-])O.[Na+]. The catalyst is C(Cl)Cl.C(OCC)(=O)C.CS(C)=O. The product is [CH3:42][O:1][CH2:2][C:3]([CH3:34])([CH3:35])[CH2:4][N:5]1[C:10](=[O:11])[C:9]([CH2:12][C:13]2[CH:14]=[CH:15][C:16]([C:19]3[CH:24]=[CH:23][CH:22]=[CH:21][C:20]=3[C:25]3[NH:26][C:52](=[O:55])[O:50][N:51]=3)=[CH:17][CH:18]=2)=[C:8]([CH2:27][CH2:28][CH3:29])[N:7]2[N:30]=[C:31]([CH3:33])[N:32]=[C:6]12. The yield is 0.300. (4) The reactants are [NH2:1][CH:2]([CH3:9])[CH2:3][NH:4][S:5]([CH3:8])(=[O:7])=[O:6].[Cl:10][C:11]1[N:16]=[C:15](Cl)[C:14]([Cl:18])=[CH:13][N:12]=1.CCN(CC)CC. The catalyst is C1COCC1. The product is [Cl:10][C:11]1[N:16]=[C:15]([NH:1][CH:2]([CH3:9])[CH2:3][NH:4][S:5]([CH3:8])(=[O:7])=[O:6])[C:14]([Cl:18])=[CH:13][N:12]=1. The yield is 0.850. (5) The reactants are [CH3:1][C:2]1[CH:7]=[CH:6][C:5]([S:8]([O:11][CH2:12][CH:13]2[CH2:17][C:16]3[CH:18]=[CH:19][CH:20]=[C:21](Br)[C:15]=3[O:14]2)(=[O:10])=[O:9])=[CH:4][CH:3]=1.[C:23]1(/[CH:29]=[CH:30]/B(O)O)[CH:28]=[CH:27][CH:26]=[CH:25][CH:24]=1.C(=O)([O-])[O-].[K+].[K+].CC1C=CC(S(OCC2CC3C(C4C=CC=CC=4)=CC=CC=3O2)(=O)=O)=CC=1. The catalyst is CC1C=CC=CC=1[P](C1C=CC=CC=1C)([Pd](Cl)(Cl)[P](C1=C(C)C=CC=C1)(C1C=CC=CC=1C)C1C=CC=CC=1C)C1C=CC=CC=1C. The product is [CH3:1][C:2]1[CH:7]=[CH:6][C:5]([S:8]([O:11][CH2:12][CH:13]2[CH2:17][C:16]3[CH:18]=[CH:19][CH:20]=[C:21](/[CH:30]=[CH:29]/[C:23]4[CH:28]=[CH:27][CH:26]=[CH:25][CH:24]=4)[C:15]=3[O:14]2)(=[O:10])=[O:9])=[CH:4][CH:3]=1. The yield is 0.780.